From a dataset of Full USPTO retrosynthesis dataset with 1.9M reactions from patents (1976-2016). Predict the reactants needed to synthesize the given product. (1) Given the product [NH:1]([C:18]([O:20][C:21]([CH3:24])([CH3:23])[CH3:22])=[O:19])[C@@H:2]([C:8]([O:10][CH2:11][C:12]1[CH:17]=[CH:16][CH:15]=[CH:14][CH:13]=1)=[O:9])[CH2:3][CH2:4][C:5]([NH:46][C@@H:47]([C:58]([OH:60])=[O:59])[CH2:48][C:49]1[C:57]2[C:52](=[CH:53][CH:54]=[CH:55][CH:56]=2)[NH:51][CH:50]=1)=[O:7], predict the reactants needed to synthesize it. The reactants are: [NH:1]([C:18]([O:20][C:21]([CH3:24])([CH3:23])[CH3:22])=[O:19])[C@@H:2]([C:8]([O:10][CH2:11][C:12]1[CH:17]=[CH:16][CH:15]=[CH:14][CH:13]=1)=[O:9])[CH2:3][CH2:4][C:5](=[O:7])O.ON1C(=O)CCC1=O.CCN=C=NCCCN(C)C.Cl.Cl.[NH2:46][C@@H:47]([C:58]([OH:60])=[O:59])[CH2:48][C:49]1[C:57]2[C:52](=[CH:53][CH:54]=[CH:55][CH:56]=2)[NH:51][CH:50]=1. (2) Given the product [C:22]([O:21][C:18]1[CH:19]=[CH:20][C:12]([NH:11][C:9]([O:8][CH2:1][C:2]2[CH:3]=[CH:4][CH:5]=[CH:6][CH:7]=2)=[O:10])=[C:13]([CH:17]=1)[C:14]([OH:16])=[O:15])(=[O:24])[CH3:23], predict the reactants needed to synthesize it. The reactants are: [CH2:1]([O:8][C:9]([NH:11][C:12]1[CH:20]=[CH:19][C:18]([OH:21])=[CH:17][C:13]=1[C:14]([OH:16])=[O:15])=[O:10])[C:2]1[CH:7]=[CH:6][CH:5]=[CH:4][CH:3]=1.[C:22](OC(=O)C)(=[O:24])[CH3:23].